This data is from Forward reaction prediction with 1.9M reactions from USPTO patents (1976-2016). The task is: Predict the product of the given reaction. (1) The product is: [C:29]([C:33]1[CH:34]=[CH:35][C:36]([CH2:37][N:8]2[C:9]3[C:14](=[CH:13][CH:12]=[CH:11][CH:10]=3)[C:6]([CH2:1][CH2:2][CH2:3][CH2:4][CH3:5])=[C:7]2[C:15]2[CH:16]=[C:17]3[C:22](=[CH:23][CH:24]=2)[CH:21]=[C:20]([O:25][CH2:26][C:27]#[N:28])[CH:19]=[CH:18]3)=[CH:39][CH:40]=1)([CH3:32])([CH3:30])[CH3:31]. Given the reactants [CH2:1]([C:6]1[C:14]2[C:9](=[CH:10][CH:11]=[CH:12][CH:13]=2)[NH:8][C:7]=1[C:15]1[CH:16]=[C:17]2[C:22](=[CH:23][CH:24]=1)[CH:21]=[C:20]([O:25][CH2:26][C:27]#[N:28])[CH:19]=[CH:18]2)[CH2:2][CH2:3][CH2:4][CH3:5].[C:29]([C:33]1[CH:40]=[CH:39][C:36]([CH2:37]Br)=[CH:35][CH:34]=1)([CH3:32])([CH3:31])[CH3:30], predict the reaction product. (2) The product is: [CH:1]1([O:7][C:9]2[C:18]3[C:13](=[CH:14][CH:15]=[CH:16][CH:17]=3)[CH:12]=[C:11]([NH:19][C:20]3[CH:24]=[C:23]([CH3:25])[NH:22][N:21]=3)[N:10]=2)[CH2:6][CH2:5][CH2:4][CH2:3][CH2:2]1. Given the reactants [CH:1]1([OH:7])[CH2:6][CH2:5][CH2:4][CH2:3][CH2:2]1.Cl[C:9]1[C:18]2[C:13](=[CH:14][CH:15]=[CH:16][CH:17]=2)[CH:12]=[C:11]([NH:19][C:20]2[CH:24]=[C:23]([CH3:25])[NH:22][N:21]=2)[N:10]=1, predict the reaction product. (3) Given the reactants [I:1][C:2]1[CH:3]=[C:4]2[C:8](=[CH:9][CH:10]=1)[N:7]([CH2:11][CH:12](OC)O)[N:6]=[CH:5]2.[NH:16]1[CH2:21][CH2:20][O:19][CH2:18][CH2:17]1, predict the reaction product. The product is: [I:1][C:2]1[CH:3]=[C:4]2[C:8](=[CH:9][CH:10]=1)[N:7]([CH2:11][CH2:12][N:16]1[CH2:21][CH2:20][O:19][CH2:18][CH2:17]1)[N:6]=[CH:5]2. (4) Given the reactants I[C:2]1[S:3][CH:4]=[CH:5][CH:6]=1.[CH3:7][C:8]1[CH:13]=[CH:12][C:11](B(O)O)=[CH:10][CH:9]=1, predict the reaction product. The product is: [CH3:7][C:8]1[CH:13]=[CH:12][C:11]([C:2]2[S:3][CH:4]=[CH:5][CH:6]=2)=[CH:10][CH:9]=1. (5) Given the reactants [F:1][C:2]1[CH:3]=[C:4]2[C:8](=[CH:9][CH:10]=1)[C:7](=O)[CH2:6][CH2:5]2.[C:12]([O:16][C:17]([N:19]1[CH2:22][CH:21]([NH2:23])[CH2:20]1)=[O:18])([CH3:15])([CH3:14])[CH3:13].C([BH3-])#N.[Na+], predict the reaction product. The product is: [C:12]([O:16][C:17]([N:19]1[CH2:22][CH:21]([NH:23][CH:7]2[C:8]3[C:4](=[CH:3][C:2]([F:1])=[CH:10][CH:9]=3)[CH2:5][CH2:6]2)[CH2:20]1)=[O:18])([CH3:15])([CH3:13])[CH3:14]. (6) Given the reactants O=P12OP3(OP(OP(O3)(O1)=O)(=O)O2)=O.[CH3:15][S:16][C:17]1[CH:22]=[CH:21][C:20]([NH:23][C:24](=[O:31])[C:25]([CH3:30])([CH3:29])[C:26]([OH:28])=O)=[CH:19][CH:18]=1, predict the reaction product. The product is: [CH3:29][C:25]1([CH3:30])[C:26](=[O:28])[C:19]2[C:20](=[CH:21][CH:22]=[C:17]([S:16][CH3:15])[CH:18]=2)[NH:23][C:24]1=[O:31]. (7) The product is: [Cl:1][C:2]1[CH:7]=[CH:6][C:5]([N+:8]([O-:10])=[O:9])=[C:4]([O:20][C:17]2[CH:18]=[CH:19][C:14]([O:13][CH3:12])=[CH:15][CH:16]=2)[CH:3]=1. Given the reactants [Cl:1][C:2]1[CH:7]=[CH:6][C:5]([N+:8]([O-:10])=[O:9])=[C:4](F)[CH:3]=1.[CH3:12][O:13][C:14]1[CH:19]=[CH:18][C:17]([OH:20])=[CH:16][CH:15]=1.C([O-])([O-])=O.[K+].[K+], predict the reaction product. (8) Given the reactants [NH2:1][C:2]1[CH:28]=[CH:27][C:5]([O:6][C:7]2[CH:12]=[CH:11][N:10]=[C:9]([NH:13][C:14]([N:16]3[CH2:21][CH2:20][CH:19]([CH2:22][N:23]4[CH2:26][CH2:25][CH2:24]4)[CH2:18][CH2:17]3)=[O:15])[CH:8]=2)=[CH:4][CH:3]=1.[C:29]1([CH2:35][C:36]([N:38]=[C:39]=[O:40])=[O:37])[CH:34]=[CH:33][CH:32]=[CH:31][CH:30]=1, predict the reaction product. The product is: [C:29]1([CH2:35][C:36]([NH:38][C:39](=[O:40])[NH:1][C:2]2[CH:28]=[CH:27][C:5]([O:6][C:7]3[CH:12]=[CH:11][N:10]=[C:9]([NH:13][C:14]([N:16]4[CH2:17][CH2:18][CH:19]([CH2:22][N:23]5[CH2:26][CH2:25][CH2:24]5)[CH2:20][CH2:21]4)=[O:15])[CH:8]=3)=[CH:4][CH:3]=2)=[O:37])[CH:34]=[CH:33][CH:32]=[CH:31][CH:30]=1. (9) Given the reactants [OH-:1].[Na+].[CH3:3][O:4][C:5]1[CH:6]=[C:7]([CH:13]([CH3:16])[C:14]#N)[CH:8]=[C:9]([O:11][CH3:12])[CH:10]=1.C(O)CCC.[OH2:22], predict the reaction product. The product is: [CH3:3][O:4][C:5]1[CH:6]=[C:7]([CH:13]([CH3:16])[C:14]([OH:22])=[O:1])[CH:8]=[C:9]([O:11][CH3:12])[CH:10]=1. (10) Given the reactants [Br:1][C:2]1[C:3]([CH3:10])=[C:4]([CH:7]=[CH:8][CH:9]=1)[CH:5]=O.[C:11](=[O:18])([O:13][C:14]([CH3:17])([CH3:16])[CH3:15])[NH2:12].[SiH](CC)(CC)CC.FC(F)(F)C(O)=O, predict the reaction product. The product is: [Br:1][C:2]1[C:3]([CH3:10])=[C:4]([CH2:5][NH:12][C:11](=[O:18])[O:13][C:14]([CH3:17])([CH3:16])[CH3:15])[CH:7]=[CH:8][CH:9]=1.